This data is from Reaction yield outcomes from USPTO patents with 853,638 reactions. The task is: Predict the reaction yield, written as a fraction of the theoretical maximum amount of product (1.0 means a 100% yield; for example, 0.34 means a 34% yield). (1) The reactants are [Cl:1][C:2]1[C:48]([F:49])=[CH:47][CH:46]=[CH:45][C:3]=1[CH2:4][NH:5][C:6](=[O:44])[N:7]([C@H:9]([CH2:27][O:28][C:29](=[O:43])[NH:30][C:31]1[O:35][N:34]=[C:33]([C:36]2[CH:41]=[CH:40][CH:39]=[C:38]([F:42])[CH:37]=2)[CH:32]=1)[CH2:10][CH2:11][C:12]([N:14]1[CH2:19][CH2:18][N:17](C(OC(C)(C)C)=O)[CH2:16][CH2:15]1)=[O:13])[CH3:8].Cl.O1CCOCC1. The catalyst is CO. The product is [F:42][C:38]1[CH:37]=[C:36]([C:33]2[CH:32]=[C:31]([NH:30][C:29](=[O:43])[O:28][CH2:27][C@@H:9]([N:7]([CH3:8])[C:6]([NH:5][CH2:4][C:3]3[CH:45]=[CH:46][CH:47]=[C:48]([F:49])[C:2]=3[Cl:1])=[O:44])[CH2:10][CH2:11][C:12](=[O:13])[N:14]3[CH2:19][CH2:18][NH:17][CH2:16][CH2:15]3)[O:35][N:34]=2)[CH:41]=[CH:40][CH:39]=1. The yield is 0.920. (2) The reactants are [Cl:1][C:2]1[CH:14]=[N:13][C:5]2[NH:6][C:7]3[CH2:12][CH2:11][NH:10][CH2:9][C:8]=3[C:4]=2[CH:3]=1.CCN(C(C)C)C(C)C.[Cl:24][C:25]1[CH:30]=[CH:29][C:28]([N:31]=[C:32]=[O:33])=[CH:27][CH:26]=1.Cl.CCOCC. The catalyst is C(Cl)Cl.CCOCC. The product is [ClH:1].[Cl:24][C:25]1[CH:30]=[CH:29][C:28]([NH:31][C:32]([N:10]2[CH2:11][CH2:12][C:7]3[NH:6][C:5]4[N:13]=[CH:14][C:2]([Cl:1])=[CH:3][C:4]=4[C:8]=3[CH2:9]2)=[O:33])=[CH:27][CH:26]=1. The yield is 0.570.